This data is from Catalyst prediction with 721,799 reactions and 888 catalyst types from USPTO. The task is: Predict which catalyst facilitates the given reaction. (1) Reactant: [C:1]([Br:5])(Br)(Br)[Br:2].C1(P(C2C=CC=CC=2)C2C=CC=CC=2)C=CC=CC=1.[CH2:25]([C:28]1[CH:33]=[CH:32][C:31]([CH:34]2[CH2:39][CH2:38][CH:37]([CH:40]3[CH2:45][CH2:44][CH:43]([CH:46]=O)[CH2:42][CH2:41]3)[CH2:36][CH2:35]2)=[CH:30][CH:29]=1)[CH2:26][CH3:27]. Product: [Br:2][C:1]([Br:5])=[CH:46][CH:43]1[CH2:42][CH2:41][CH:40]([CH:37]2[CH2:38][CH2:39][CH:34]([C:31]3[CH:30]=[CH:29][C:28]([CH2:25][CH2:26][CH3:27])=[CH:33][CH:32]=3)[CH2:35][CH2:36]2)[CH2:45][CH2:44]1. The catalyst class is: 4. (2) Reactant: [C:1](#[N:3])[CH3:2].[OH:4]S(O)(=O)=O.[CH2:9]([N:16]1[CH2:21][CH2:20][C:19]([C:23]2[CH:28]=[CH:27][C:26]([Cl:29])=[CH:25][CH:24]=2)(O)[CH2:18][CH2:17]1)[C:10]1[CH:15]=[CH:14][CH:13]=[CH:12][CH:11]=1. Product: [CH2:9]([N:16]1[CH2:21][CH2:20][C:19]([NH:3][C:1](=[O:4])[CH3:2])([C:23]2[CH:28]=[CH:27][C:26]([Cl:29])=[CH:25][CH:24]=2)[CH2:18][CH2:17]1)[C:10]1[CH:15]=[CH:14][CH:13]=[CH:12][CH:11]=1. The catalyst class is: 15.